Dataset: Peptide-MHC class II binding affinity with 134,281 pairs from IEDB. Task: Regression. Given a peptide amino acid sequence and an MHC pseudo amino acid sequence, predict their binding affinity value. This is MHC class II binding data. (1) The peptide sequence is ALSYYPTPLAKEDFL. The MHC is HLA-DQA10104-DQB10503 with pseudo-sequence HLA-DQA10104-DQB10503. The binding affinity (normalized) is 0.917. (2) The peptide sequence is IAEILIIIMRTFRIA. The MHC is DRB1_0101 with pseudo-sequence DRB1_0101. The binding affinity (normalized) is 1.00. (3) The peptide sequence is YDKFLANVSTNLTGK. The MHC is DRB1_0101 with pseudo-sequence DRB1_0101. The binding affinity (normalized) is 0.871. (4) The peptide sequence is DYLILKNLTGLVSAG. The binding affinity (normalized) is 0.371. The MHC is DRB1_1501 with pseudo-sequence DRB1_1501. (5) The peptide sequence is LRGLLSTFIAALMGA. The MHC is HLA-DQA10301-DQB10302 with pseudo-sequence HLA-DQA10301-DQB10302. The binding affinity (normalized) is 0.233.